Dataset: Catalyst prediction with 721,799 reactions and 888 catalyst types from USPTO. Task: Predict which catalyst facilitates the given reaction. (1) Reactant: [CH3:1][C:2]1[CH:7]=[C:6]([Cl:8])[CH:5]=[C:4](Cl)[N:3]=1.[NH:10]1[CH2:15][CH2:14][O:13][CH2:12][CH2:11]1. Product: [CH3:1][C:2]1[CH:7]=[C:6]([Cl:8])[CH:5]=[C:4]([N:10]2[CH2:15][CH2:14][O:13][CH2:12][CH2:11]2)[N:3]=1. The catalyst class is: 4. (2) Reactant: [C:1]([N:5]1[CH:9]=[C:8]([C:10]2[N:15]=[C:14]([O:16][C@@H:17]([C@H:19]3[CH2:23][N:22]([C@@H](C4C=CC(OC)=CC=4)C)[C:21](=[O:34])[CH2:20]3)[CH3:18])[C:13]3[N:35]([CH:38]([F:40])[F:39])[CH:36]=[N:37][C:12]=3[CH:11]=2)[CH:7]=[N:6]1)([CH3:4])([CH3:3])[CH3:2]. Product: [C:1]([N:5]1[CH:9]=[C:8]([C:10]2[N:15]=[C:14]([O:16][C@@H:17]([C@H:19]3[CH2:23][NH:22][C:21](=[O:34])[CH2:20]3)[CH3:18])[C:13]3[N:35]([CH:38]([F:40])[F:39])[CH:36]=[N:37][C:12]=3[CH:11]=2)[CH:7]=[N:6]1)([CH3:2])([CH3:3])[CH3:4]. The catalyst class is: 67.